Dataset: Forward reaction prediction with 1.9M reactions from USPTO patents (1976-2016). Task: Predict the product of the given reaction. (1) Given the reactants [CH2:1]([O:3][C:4](=[O:26])[CH:5]([NH:17][C:18]1[CH:23]=[CH:22][C:21]([C:24]#[N:25])=[CH:20][CH:19]=1)[C:6]1[CH:11]=[C:10]([O:12][CH2:13][CH3:14])[CH:9]=[C:8]([OH:15])[C:7]=1[F:16])[CH3:2].O[C@H:28]1[CH2:32][CH2:31][O:30][CH2:29]1.C1(P(C2C=CC=CC=2)C2C=CC=CC=2)C=CC=CC=1.N(C(OCC)=O)=NC(OCC)=O, predict the reaction product. The product is: [CH2:1]([O:3][C:4](=[O:26])[CH:5]([NH:17][C:18]1[CH:19]=[CH:20][C:21]([C:24]#[N:25])=[CH:22][CH:23]=1)[C:6]1[CH:11]=[C:10]([O:12][CH2:13][CH3:14])[CH:9]=[C:8]([O:15][C@@H:28]2[CH2:32][CH2:31][O:30][CH2:29]2)[C:7]=1[F:16])[CH3:2]. (2) Given the reactants Cl.[C:2]1([C@@H:8]2[CH2:10][C@H:9]2[NH2:11])[CH:7]=[CH:6][CH:5]=[CH:4][CH:3]=1.[N:12]1[CH:17]=[CH:16][CH:15]=[CH:14][C:13]=1[CH:18]=O.[BH-](OC(C)=O)(OC(C)=O)OC(C)=O.[Na+], predict the reaction product. The product is: [C:2]1([C@@H:8]2[CH2:10][C@H:9]2[NH:11][CH2:18][C:13]2[CH:14]=[CH:15][CH:16]=[CH:17][N:12]=2)[CH:7]=[CH:6][CH:5]=[CH:4][CH:3]=1. (3) Given the reactants C([O:3][C:4](=O)[CH2:5][C:6]1([CH2:22][CH3:23])[C:11]2[NH:12][C:13]3[C:18]([C:10]=2[CH2:9][CH2:8][O:7]1)=[CH:17][C:16]([Br:19])=[CH:15][C:14]=3[CH2:20][CH3:21])C.[BH4-].[Li+], predict the reaction product. The product is: [Br:19][C:16]1[CH:17]=[C:18]2[C:13](=[C:14]([CH2:20][CH3:21])[CH:15]=1)[NH:12][C:11]1[C:6]([CH2:5][CH2:4][OH:3])([CH2:22][CH3:23])[O:7][CH2:8][CH2:9][C:10]2=1. (4) The product is: [CH3:11][C:10]1[O:9][N:8]=[C:7]([CH:12]2[CH2:17][CH2:16][O:15][CH2:14][CH2:13]2)[C:6]=1[CH2:4][OH:3]. Given the reactants C([O:3][C:4]([C:6]1[C:7]([CH:12]2[CH2:17][CH2:16][O:15][CH2:14][CH2:13]2)=[N:8][O:9][C:10]=1[CH3:11])=O)C.[H-].[Al+3].[Li+].[H-].[H-].[H-].O.[OH-].[Na+], predict the reaction product. (5) The product is: [N+:1]([C:4]1[N:8]=[C:7]([N+:9]([O-:11])=[O:10])[N:6]([B-:13]([N:5]2[C:4]([N+:1]([O-:3])=[O:2])=[N:8][C:7]([N+:9]([O-:11])=[O:10])=[N:6]2)([N:5]2[C:4]([N+:1]([O-:3])=[O:2])=[N:8][C:7]([N+:9]([O-:11])=[O:10])=[N:6]2)[N:12]2[C:7]([N+:9]([O-:11])=[O:10])=[N:8][C:4]([N+:1]([O-:3])=[O:2])=[N:5]2)[N:5]=1)([O-:3])=[O:2].[NH4+:1]. Given the reactants [N+:1]([C:4]1[N:8]=[C:7]([N+:9]([O-:11])=[O:10])[NH:6][N:5]=1)([O-:3])=[O:2].[NH3:12].[BH3:13].[H][H], predict the reaction product. (6) Given the reactants B(F)(F)F.CCOCC.[CH2:10]([OH:22])[CH2:11][O:12][CH2:13][CH2:14][O:15][CH2:16][CH2:17][O:18][CH2:19][CH2:20][OH:21].[N+](=[CH:25][C:26]([O:28][C:29]([CH3:32])([CH3:31])[CH3:30])=[O:27])=[N-].C(OCC)(=O)C, predict the reaction product. The product is: [C:29]([O:28][C:26](=[O:27])[CH2:25][O:21][CH2:20][CH2:19][O:18][CH2:17][CH2:16][O:15][CH2:14][CH2:13][O:12][CH2:11][CH2:10][OH:22])([CH3:32])([CH3:31])[CH3:30].